This data is from Forward reaction prediction with 1.9M reactions from USPTO patents (1976-2016). The task is: Predict the product of the given reaction. (1) The product is: [OH:16][N:17]=[C:18]1[C:26]2[C:21](=[CH:22][C:23]([NH:27][C:28]3[C:36]4[C:31](=[CH:32][N:33]=[CH:34][CH:35]=4)[O:30][C:29]=3[C:37]([NH:4][CH:2]([CH3:3])[CH3:1])=[O:39])=[CH:24][CH:25]=2)[CH2:20][CH2:19]1. Given the reactants [CH3:1][CH:2]([NH2:4])[CH3:3].C[Al](C)C.[Si]([O:16][N:17]=[C:18]1[C:26]2[C:21](=[CH:22][C:23]([NH:27][C:28]3[C:36]4[C:31](=[CH:32][N:33]=[CH:34][CH:35]=4)[O:30][C:29]=3[C:37]([O:39]CC)=O)=[CH:24][CH:25]=2)[CH2:20][CH2:19]1)(C(C)(C)C)(C)C.C(=O)(O)[O-].[Na+].CCCC[N+](CCCC)(CCCC)CCCC.[F-], predict the reaction product. (2) Given the reactants [CH:1]1([CH2:4][O:5][C:6]2[CH:11]=[C:10]([F:12])[C:9]([O:13][CH3:14])=[CH:8][C:7]=2[C:15]2[C:16]3[NH:23][CH:22]=[C:21]([C:24]([OH:26])=O)[C:17]=3[N:18]=[CH:19][N:20]=2)[CH2:3][CH2:2]1.[C:27]([O:31][C:32]([N:34]1[CH2:39][CH2:38][CH2:37][C@@H:36]([NH2:40])[CH2:35]1)=[O:33])([CH3:30])([CH3:29])[CH3:28], predict the reaction product. The product is: [C:27]([O:31][C:32]([N:34]1[CH2:39][CH2:38][CH2:37][C@@H:36]([NH:40][C:24]([C:21]2[C:17]3[N:18]=[CH:19][N:20]=[C:15]([C:7]4[CH:8]=[C:9]([O:13][CH3:14])[C:10]([F:12])=[CH:11][C:6]=4[O:5][CH2:4][CH:1]4[CH2:2][CH2:3]4)[C:16]=3[NH:23][CH:22]=2)=[O:26])[CH2:35]1)=[O:33])([CH3:30])([CH3:28])[CH3:29]. (3) Given the reactants Br[CH2:2][C:3]1[CH:4]=[CH:5][C:6]([F:9])=[N:7][CH:8]=1.[NH:10]1[CH2:15][CH2:14][O:13][CH2:12][CH2:11]1.C(N(CC)CC)C, predict the reaction product. The product is: [F:9][C:6]1[N:7]=[CH:8][C:3]([CH2:2][N:10]2[CH2:15][CH2:14][O:13][CH2:12][CH2:11]2)=[CH:4][CH:5]=1. (4) Given the reactants Br[CH2:2][CH2:3][CH2:4][CH:5]=[CH2:6].C([O-])([O-])=O.[K+].[K+].[C:13]1(=[O:23])[NH:17][C:16](=[O:18])[C:15]2=[CH:19][CH:20]=[CH:21][CH:22]=[C:14]12.[K].O, predict the reaction product. The product is: [CH2:2]([N:17]1[C:13](=[O:23])[C:14]2[C:15](=[CH:19][CH:20]=[CH:21][CH:22]=2)[C:16]1=[O:18])[CH2:3][CH2:4][CH:5]=[CH2:6].